Dataset: Forward reaction prediction with 1.9M reactions from USPTO patents (1976-2016). Task: Predict the product of the given reaction. (1) Given the reactants C([O:8][C:9](=[O:40])[CH2:10][NH:11][C:12]([C:14]1[N:15]=[C:16]([CH3:39])[C:17]2[C:22]([C:23]=1[O:24][CH2:25][C:26]1[CH:31]=[CH:30][CH:29]=[CH:28][CH:27]=1)=[CH:21][CH:20]=[C:19]([O:32][C:33]1[CH:38]=[CH:37][CH:36]=[CH:35][CH:34]=1)[CH:18]=2)=[O:13])C1C=CC=CC=1.[OH-].[K+], predict the reaction product. The product is: [CH2:25]([O:24][C:23]1[C:22]2[C:17](=[CH:18][C:19]([O:32][C:33]3[CH:38]=[CH:37][CH:36]=[CH:35][CH:34]=3)=[CH:20][CH:21]=2)[C:16]([CH3:39])=[N:15][C:14]=1[C:12]([NH:11][CH2:10][C:9]([OH:40])=[O:8])=[O:13])[C:26]1[CH:27]=[CH:28][CH:29]=[CH:30][CH:31]=1. (2) Given the reactants [F:1][C:2]([F:37])([F:36])[C:3]1[CH:4]=[C:5]([CH:29]=[C:30]([C:32]([F:35])([F:34])[F:33])[CH:31]=1)[C:6]([N:8]1[CH2:28][CH2:27][C:11]2([N:15]([C:16]3[CH:21]=[CH:20][CH:19]=[CH:18][C:17]=3[CH3:22])[CH2:14][N:13]([CH2:23][CH2:24]O)[C:12]2=[O:26])[CH2:10][CH2:9]1)=[O:7].[CH3:38][NH:39][CH3:40], predict the reaction product. The product is: [F:37][C:2]([F:36])([F:1])[C:3]1[CH:4]=[C:5]([CH:29]=[C:30]([C:32]([F:34])([F:33])[F:35])[CH:31]=1)[C:6]([N:8]1[CH2:9][CH2:10][C:11]2([N:15]([C:16]3[CH:21]=[CH:20][CH:19]=[CH:18][C:17]=3[CH3:22])[CH2:14][N:13]([CH2:23][CH2:24][N:39]([CH3:40])[CH3:38])[C:12]2=[O:26])[CH2:27][CH2:28]1)=[O:7].